Task: Predict the reaction yield, written as a fraction of the theoretical maximum amount of product (1.0 means a 100% yield; for example, 0.34 means a 34% yield).. Dataset: Reaction yield outcomes from USPTO patents with 853,638 reactions (1) The reactants are [NH2:1][C@@H:2]([CH3:18])[CH2:3][N:4]1[CH:8]=[CH:7][C:6]([C:9]2[CH:16]=[CH:15][C:12]([C:13]#[N:14])=[C:11]([Cl:17])[CH:10]=2)=[N:5]1.[CH3:19][C:20]1[N:24]=[C:23]([C:25](O)=[O:26])[O:22][N:21]=1. The catalyst is CC#N.CO. The product is [Cl:17][C:11]1[CH:10]=[C:9]([C:6]2[CH:7]=[CH:8][N:4]([CH2:3][C@@H:2]([NH:1][C:25]([C:23]3[O:22][N:21]=[C:20]([CH3:19])[N:24]=3)=[O:26])[CH3:18])[N:5]=2)[CH:16]=[CH:15][C:12]=1[C:13]#[N:14]. The yield is 0.0500. (2) The reactants are [CH2:1]([O:8][C:9]1[N:10]=[N:11][C:12]([CH2:23][C:24]2[CH:29]=[CH:28][C:27](F)=[CH:26][CH:25]=2)=[CH:13][C:14]=1[O:15][CH2:16][C:17]1[CH:22]=[CH:21][CH:20]=[CH:19][CH:18]=1)[C:2]1[CH:7]=[CH:6][CH:5]=[CH:4][CH:3]=1.C(OC1N=NC([Cl:53])=CC=1OCC1C=CC=CC=1)C1C=CC=CC=1.[Cl-].ClC1C=CC=CC=1C[Zn+]. No catalyst specified. The product is [CH2:1]([O:8][C:9]1[N:10]=[N:11][C:12]([CH2:23][C:24]2[CH:29]=[CH:28][CH:27]=[CH:26][C:25]=2[Cl:53])=[CH:13][C:14]=1[O:15][CH2:16][C:17]1[CH:22]=[CH:21][CH:20]=[CH:19][CH:18]=1)[C:2]1[CH:7]=[CH:6][CH:5]=[CH:4][CH:3]=1. The yield is 0.380. (3) The reactants are [CH3:1][C:2]1([CH3:10])[CH2:7][C:6](=[O:8])[O:5][C:4](=[O:9])[CH2:3]1.[NH2:11][C:12]1[CH:17]=[CH:16][CH:15]=[CH:14][CH:13]=1. The catalyst is C(Cl)(Cl)Cl.C(Cl)Cl. The product is [CH3:10][C:2]([CH3:1])([CH2:3][C:4](=[O:9])[NH:11][C:12]1[CH:17]=[CH:16][CH:15]=[CH:14][CH:13]=1)[CH2:7][C:6]([OH:5])=[O:8]. The yield is 1.00. (4) The reactants are [NH2:1][C:2]1[C:11]2[C:6](=[C:7](Br)[CH:8]=[CH:9][CH:10]=2)[N:5]=[N:4][C:3]=1[C:13]([NH:15][CH2:16][CH2:17][CH3:18])=[O:14].[CH3:19][N:20]1[C:24](B2OC(C)(C)C(C)(C)O2)=[CH:23][C:22]([CH3:34])=[N:21]1. No catalyst specified. The product is [NH2:1][C:2]1[C:11]2[C:6](=[C:7]([C:24]3[N:20]([CH3:19])[N:21]=[C:22]([CH3:34])[CH:23]=3)[CH:8]=[CH:9][CH:10]=2)[N:5]=[N:4][C:3]=1[C:13]([NH:15][CH2:16][CH2:17][CH3:18])=[O:14]. The yield is 0.210. (5) The reactants are [CH3:1][O:2][C:3]1[CH:14]=[C:13]([B:15]2[O:19]C(C)(C)C(C)(C)[O:16]2)[CH:12]=[CH:11][C:4]=1[O:5][CH2:6][C:7]([CH3:10])([OH:9])[CH3:8].O.I([O-])(=O)(=O)=O.[Na+].C([O-])(=O)C.[NH4+]. The catalyst is CC(C)=O. The product is [OH:9][C:7]([CH3:10])([CH3:8])[CH2:6][O:5][C:4]1[CH:11]=[CH:12][C:13]([B:15]([OH:16])[OH:19])=[CH:14][C:3]=1[O:2][CH3:1]. The yield is 0.676. (6) The reactants are [CH2:1]([O:8][C:9]1[CH:14]=[C:13]([N+:15]([O-])=O)[CH:12]=[C:11]([Br:18])[CH:10]=1)[C:2]1[CH:7]=[CH:6][CH:5]=[CH:4][CH:3]=1.O.O.Cl[Sn]Cl.C([O-])(O)=O.[Na+]. The catalyst is C1COCC1. The product is [CH2:1]([O:8][C:9]1[CH:14]=[C:13]([CH:12]=[C:11]([Br:18])[CH:10]=1)[NH2:15])[C:2]1[CH:3]=[CH:4][CH:5]=[CH:6][CH:7]=1. The yield is 0.970. (7) The reactants are [Cl:1][C:2]1[C:7]([CH2:8][NH:9][C:10]2[C:15]([F:16])=[C:14]([O:17][CH3:18])[CH:13]=[C:12]([O:19][CH3:20])[C:11]=2[F:21])=[CH:6][N:5]=[C:4]2[N:22]([CH2:25][O:26][CH2:27][CH2:28][Si:29]([CH3:32])([CH3:31])[CH3:30])[CH:23]=[CH:24][C:3]=12.C(N(CC)CC)C.[C:40]([O:46][CH2:47][CH3:48])(=[O:45])[CH2:41][C:42]([O-])=[O:43]. No catalyst specified. The product is [Cl:1][C:2]1[C:7]([CH2:8][N:9]([C:10]2[C:11]([F:21])=[C:12]([O:19][CH3:20])[CH:13]=[C:14]([O:17][CH3:18])[C:15]=2[F:16])[C:42](=[O:43])[CH2:41][C:40]([O:46][CH2:47][CH3:48])=[O:45])=[CH:6][N:5]=[C:4]2[N:22]([CH2:25][O:26][CH2:27][CH2:28][Si:29]([CH3:30])([CH3:32])[CH3:31])[CH:23]=[CH:24][C:3]=12. The yield is 0.440. (8) The reactants are [N:1]1[C:10]2[C:5](=[CH:6][C:7]([CH:11]([CH3:15])[C:12]([OH:14])=O)=[CH:8][CH:9]=2)[CH:4]=[CH:3][CH:2]=1.CCN(C(C)C)C(C)C.CN(C(ON1N=NC2C=CC=NC1=2)=[N+](C)C)C.F[P-](F)(F)(F)(F)F.[CH3:49][O:50][C:51]([C:53]1[N:54]=[N:55][C:56]([NH:59][NH2:60])=[CH:57][CH:58]=1)=[O:52]. The catalyst is C(Cl)Cl. The product is [CH3:49][O:50][C:51]([C:53]1[N:54]=[N:55][C:56]([NH:59][NH:60][C:12](=[O:14])[CH:11]([C:7]2[CH:6]=[C:5]3[C:10](=[CH:9][CH:8]=2)[N:1]=[CH:2][CH:3]=[CH:4]3)[CH3:15])=[CH:57][CH:58]=1)=[O:52]. The yield is 0.750.